From a dataset of TCR-epitope binding with 47,182 pairs between 192 epitopes and 23,139 TCRs. Binary Classification. Given a T-cell receptor sequence (or CDR3 region) and an epitope sequence, predict whether binding occurs between them. (1) The epitope is FLNGSCGSV. The TCR CDR3 sequence is CASKSIVRPTPYSTDTQYF. Result: 1 (the TCR binds to the epitope). (2) The epitope is FRYMNSQGL. The TCR CDR3 sequence is CASSDRATGGDTQYF. Result: 0 (the TCR does not bind to the epitope). (3) The epitope is ILGLPTQTV. The TCR CDR3 sequence is CASSLFGSPEQPQHF. Result: 0 (the TCR does not bind to the epitope). (4) The epitope is RAKFKQLL. The TCR CDR3 sequence is CASSLTELGHRADTQYF. Result: 1 (the TCR binds to the epitope).